Dataset: Forward reaction prediction with 1.9M reactions from USPTO patents (1976-2016). Task: Predict the product of the given reaction. (1) Given the reactants Cl[C:2]1[N:7]=[C:6]([C:8]2[N:12]([CH3:13])[C:11]([CH3:14])=[N:10][CH:9]=2)[C:5]([F:15])=[CH:4][N:3]=1.[CH3:16][O:17][C:18]1[CH:19]=[C:20]([CH:22]=[C:23]([C:25]([F:28])([F:27])[F:26])[CH:24]=1)[NH2:21], predict the reaction product. The product is: [CH3:13][N:12]1[C:8]([C:6]2[C:5]([F:15])=[CH:4][N:3]=[C:2]([NH:21][C:20]3[CH:22]=[C:23]([C:25]([F:27])([F:28])[F:26])[CH:24]=[C:18]([O:17][CH3:16])[CH:19]=3)[N:7]=2)=[CH:9][N:10]=[C:11]1[CH3:14]. (2) Given the reactants [Cl-].COC[P+](C1C=CC=CC=1)(C1C=CC=CC=1)C1C=CC=CC=1.[CH2:24]([O:26][CH2:27][CH3:28])C.C(O[K])(C)(C)C.[Br:35][C:36]1[C:45]2[C:40](=[CH:41][CH:42]=[CH:43][CH:44]=2)[C:39]([C:46]2[CH:51]=[CH:50][C:49]([Cl:52])=[CH:48][C:47]=2C=O)=[CH:38][CH:37]=1, predict the reaction product. The product is: [Br:35][C:36]1[C:45]2[C:40](=[CH:41][CH:42]=[CH:43][CH:44]=2)[C:39]([C:46]2[CH:47]=[CH:48][C:49]([Cl:52])=[CH:50][C:51]=2[CH:28]=[CH:27][O:26][CH3:24])=[CH:38][CH:37]=1. (3) Given the reactants [N:1]1[CH:6]=[CH:5][CH:4]=[C:3]([N:7]2[C:11](=[O:12])[CH2:10][S:9][C:8]2=[S:13])[CH:2]=1.[CH2:14]([O:16][C:17]1[CH:18]=[C:19]([CH:22]=[CH:23][C:24]=1[OH:25])[CH:20]=O)[CH3:15].C([O-])(=O)C.[NH4+].O, predict the reaction product. The product is: [N:1]1[CH:6]=[CH:5][CH:4]=[C:3]([N:7]2[C:11](=[O:12])[C:10](=[CH:20][C:19]3[CH:22]=[CH:23][C:24]([OH:25])=[C:17]([O:16][CH2:14][CH3:15])[CH:18]=3)[S:9][C:8]2=[S:13])[CH:2]=1. (4) Given the reactants Cl[C:2]1[C:11]2[N:12]=[C:13]([CH3:26])[N:14]([CH2:15][C:16]([CH3:25])([O:18][CH2:19][CH2:20][S:21]([CH3:24])(=[O:23])=[O:22])[CH3:17])[C:10]=2[C:9]2[CH:8]=[CH:7][CH:6]=[CH:5][C:4]=2[N:3]=1.[NH3:27], predict the reaction product. The product is: [CH3:26][C:13]1[N:14]([CH2:15][C:16]([CH3:25])([O:18][CH2:19][CH2:20][S:21]([CH3:24])(=[O:23])=[O:22])[CH3:17])[C:10]2[C:9]3[CH:8]=[CH:7][CH:6]=[CH:5][C:4]=3[N:3]=[C:2]([NH2:27])[C:11]=2[N:12]=1.